Dataset: Reaction yield outcomes from USPTO patents with 853,638 reactions. Task: Predict the reaction yield, written as a fraction of the theoretical maximum amount of product (1.0 means a 100% yield; for example, 0.34 means a 34% yield). (1) The product is [Cl:1][C:2]1[CH:17]=[CH:16][C:5]([O:6][C:7]2[CH:8]=[C:9]([CH:13]=[CH:14][CH:15]=2)[C:10]([Cl:24])=[O:11])=[C:4]([N+:18]([O-:20])=[O:19])[CH:3]=1. The catalyst is CN(C=O)C. The reactants are [Cl:1][C:2]1[CH:17]=[CH:16][C:5]([O:6][C:7]2[CH:8]=[C:9]([CH:13]=[CH:14][CH:15]=2)[C:10](O)=[O:11])=[C:4]([N+:18]([O-:20])=[O:19])[CH:3]=1.C(Cl)(=O)C([Cl:24])=O. The yield is 0.940. (2) The reactants are CS(C)=O.C(Cl)(C(Cl)=O)=O.[C:11]([O:15][C:16]([N:18]1[CH2:23][CH2:22][N:21]([CH:24]([C:27]2[CH:32]=[CH:31][CH:30]=[CH:29][CH:28]=2)[CH2:25][OH:26])[CH2:20][CH2:19]1)=[O:17])([CH3:14])([CH3:13])[CH3:12]. The catalyst is C(Cl)Cl. The product is [C:11]([O:15][C:16]([N:18]1[CH2:19][CH2:20][N:21]([CH:24]([C:27]2[CH:28]=[CH:29][CH:30]=[CH:31][CH:32]=2)[CH:25]=[O:26])[CH2:22][CH2:23]1)=[O:17])([CH3:14])([CH3:12])[CH3:13]. The yield is 0.630. (3) The reactants are O[CH:2]=[C:3]1[C:11]2[C:6](=[CH:7][C:8]([C:12]([C:14]3[CH:15]=[C:16]([NH:20][C:21](=[O:23])[CH3:22])[CH:17]=[CH:18][CH:19]=3)=[O:13])=[CH:9][CH:10]=2)[NH:5][C:4]1=[O:24].[NH2:25][C:26]1[CH:27]=[CH:28][C:29]([CH3:33])=[C:30]([OH:32])[CH:31]=1. The catalyst is C1COCC1. The product is [OH:32][C:30]1[CH:31]=[C:26]([NH:25][CH:2]=[C:3]2[C:11]3[C:6](=[CH:7][C:8]([C:12]([C:14]4[CH:15]=[C:16]([NH:20][C:21](=[O:23])[CH3:22])[CH:17]=[CH:18][CH:19]=4)=[O:13])=[CH:9][CH:10]=3)[NH:5][C:4]2=[O:24])[CH:27]=[CH:28][C:29]=1[CH3:33]. The yield is 0.730. (4) The reactants are [CH3:1][N:2]([CH3:23])[C:3]([N:5]1[CH2:9][CH:8]2[CH2:10][C:11]([CH2:16][CH:17]3[CH2:22][CH2:21][CH2:20][CH2:19][CH2:18]3)([N:13]=C=O)[CH2:12][CH:7]2[CH2:6]1)=[O:4].N. The catalyst is Cl. The product is [CH3:23][N:2]([CH3:1])[C:3]([N:5]1[CH2:9][CH:8]2[CH2:10][C:11]([NH2:13])([CH2:16][CH:17]3[CH2:18][CH2:19][CH2:20][CH2:21][CH2:22]3)[CH2:12][CH:7]2[CH2:6]1)=[O:4]. The yield is 0.840. (5) The reactants are C(O[N:5]=[C:6]([C:8]1[CH:13]=[C:12]([CH3:14])[C:11]([Br:15])=[CH:10][C:9]=1[OH:16])[CH3:7])(=O)C.CC(=O)OCC. The catalyst is C(Cl)Cl.CCCCCC. The product is [Br:15][C:11]1[C:12]([CH3:14])=[CH:13][C:8]2[C:6]([CH3:7])=[N:5][O:16][C:9]=2[CH:10]=1. The yield is 0.233. (6) The reactants are O(C1C=CC(CCCCN)=CC=1)CCOCCOC.[O:20]([C:34]1[CH:39]=[CH:38][C:37]([CH:40](C(OCC2C=CC=CC=2)=O)[CH2:41][CH2:42][CH2:43][NH2:44])=[CH:36][CH:35]=1)[CH2:21][CH2:22][O:23][CH2:24][CH2:25][O:26][CH2:27][CH2:28][O:29][CH2:30][CH2:31][O:32][CH3:33]. No catalyst specified. The product is [O:20]([C:34]1[CH:39]=[CH:38][C:37]([CH2:40][CH2:41][CH2:42][CH2:43][NH2:44])=[CH:36][CH:35]=1)[CH2:21][CH2:22][O:23][CH2:24][CH2:25][O:26][CH2:27][CH2:28][O:29][CH2:30][CH2:31][O:32][CH3:33]. The yield is 0.950. (7) The reactants are Cl[C:2]1[N:3]=[C:4]([NH:19][CH3:20])[C:5]2[CH2:10][CH2:9][CH:8]([C:11]3[CH:16]=[CH:15][C:14]([F:17])=[CH:13][C:12]=3[F:18])[C:6]=2[N:7]=1.[Cl:21][C:22]1[N:23]=[CH:24][N:25]([C:27]2[CH:33]=[CH:32][C:30]([NH2:31])=[CH:29][C:28]=2[O:34][CH3:35])[CH:26]=1. The catalyst is C1COCC1.C(O)(=O)C. The product is [Cl:21][C:22]1[N:23]=[CH:24][N:25]([C:27]2[CH:33]=[CH:32][C:30]([NH:31][C:2]3[N:3]=[C:4]([NH:19][CH3:20])[C:5]4[CH2:10][CH2:9][CH:8]([C:11]5[CH:16]=[CH:15][C:14]([F:17])=[CH:13][C:12]=5[F:18])[C:6]=4[N:7]=3)=[CH:29][C:28]=2[O:34][CH3:35])[CH:26]=1. The yield is 0.596.